Dataset: NCI-60 drug combinations with 297,098 pairs across 59 cell lines. Task: Regression. Given two drug SMILES strings and cell line genomic features, predict the synergy score measuring deviation from expected non-interaction effect. (1) Cell line: NCI-H522. Drug 2: CC1=C(C(=O)C2=C(C1=O)N3CC4C(C3(C2COC(=O)N)OC)N4)N. Synergy scores: CSS=49.2, Synergy_ZIP=0.134, Synergy_Bliss=-4.46, Synergy_Loewe=-3.30, Synergy_HSA=0.0512. Drug 1: CCC1=CC2CC(C3=C(CN(C2)C1)C4=CC=CC=C4N3)(C5=C(C=C6C(=C5)C78CCN9C7C(C=CC9)(C(C(C8N6C)(C(=O)OC)O)OC(=O)C)CC)OC)C(=O)OC.C(C(C(=O)O)O)(C(=O)O)O. (2) Drug 1: CC12CCC3C(C1CCC2O)C(CC4=C3C=CC(=C4)O)CCCCCCCCCS(=O)CCCC(C(F)(F)F)(F)F. Synergy scores: CSS=-5.04, Synergy_ZIP=4.34, Synergy_Bliss=2.99, Synergy_Loewe=-7.64, Synergy_HSA=-7.53. Cell line: MOLT-4. Drug 2: CN(C(=O)NC(C=O)C(C(C(CO)O)O)O)N=O.